Dataset: Forward reaction prediction with 1.9M reactions from USPTO patents (1976-2016). Task: Predict the product of the given reaction. (1) Given the reactants [N:1]1[CH:6]=[CH:5][CH:4]=[C:3](/[CH:7]=[CH:8]/[C:9]([OH:11])=O)[CH:2]=1.Cl.[CH3:13][N:14](C)CCCN=C=NCC.O.ON1C2C=CC=CC=2N=N1.C(N(C(C)C)CC)(C)C.N1C=CC=C(/C=C/C(N[C:55]2[CH:60]=[CH:59][C:58]([S:61](=[O:75])(=[O:74])[NH:62][C:63]3[CH:68]=[CH:67][CH:66]=[CH:65][C:64]=3[O:69]C(F)(F)F)=[CH:57][CH:56]=2)=O)C=1, predict the reaction product. The product is: [CH:67]12[O:69][CH:64]([CH2:65][CH2:66]1)[CH2:63][N:62]([S:61]([C:58]1[CH:57]=[CH:56][C:55]([CH2:13][NH:14][C:9](=[O:11])/[CH:8]=[CH:7]/[C:3]3[CH:2]=[N:1][CH:6]=[CH:5][CH:4]=3)=[CH:60][CH:59]=1)(=[O:74])=[O:75])[CH2:68]2. (2) Given the reactants [C:1]1([C:7]([CH:14]2[CH2:19][CH2:18][N:17]([S:20]([CH3:23])(=[O:22])=[O:21])[CH2:16][CH2:15]2)=[CH:8][C:9]([O:11][CH2:12][CH3:13])=[O:10])[CH:6]=[CH:5][CH:4]=[CH:3][CH:2]=1, predict the reaction product. The product is: [C:1]1([CH:7]([CH:14]2[CH2:19][CH2:18][N:17]([S:20]([CH3:23])(=[O:22])=[O:21])[CH2:16][CH2:15]2)[CH2:8][C:9]([O:11][CH2:12][CH3:13])=[O:10])[CH:6]=[CH:5][CH:4]=[CH:3][CH:2]=1. (3) Given the reactants C[O:2][C:3]([C@:5]12[CH2:11][C@@H:8]3[CH2:9][C@H:10]1[C@H:6]2[C@@:7]3([NH:16][C:17]([O:19][CH2:20][C:21]1[CH:26]=[CH:25][CH:24]=[CH:23][CH:22]=1)=[O:18])[C:12]([O:14]C)=[O:13])=[O:4].CO.Cl, predict the reaction product. The product is: [CH2:20]([O:19][C:17]([NH:16][C@:7]1([C:12]([OH:14])=[O:13])[C@@H:8]2[CH2:11][C@@:5]3([C:3]([OH:4])=[O:2])[C@@H:10]([CH2:9]2)[C@@H:6]13)=[O:18])[C:21]1[CH:26]=[CH:25][CH:24]=[CH:23][CH:22]=1. (4) Given the reactants Cl[C:2]1[CH:7]=[CH:6][N:5]=[C:4]([NH2:8])[C:3]=1[N+:9]([O-:11])=[O:10].C([Sn](CCCC)(CCCC)[C:17]1[CH:22]=[CH:21][CH:20]=[CH:19][N:18]=1)CCC, predict the reaction product. The product is: [N+:9]([C:3]1[C:4]([NH2:8])=[N:5][CH:6]=[CH:7][C:2]=1[C:17]1[CH:22]=[CH:21][CH:20]=[CH:19][N:18]=1)([O-:11])=[O:10]. (5) Given the reactants [C:1]([O:5][CH:6]([C:12]1[C:21]([CH3:22])=[C:20]([CH3:23])[C:19]2[C:14](=[CH:15][CH:16]=[CH:17][CH:18]=2)[C:13]=1[C:24]1[CH:29]=[CH:28][C:27]([Cl:30])=[CH:26][CH:25]=1)[C:7]([O:9]CC)=[O:8])([CH3:4])([CH3:3])[CH3:2].O, predict the reaction product. The product is: [C:1]([O:5][CH:6]([C:12]1[C:21]([CH3:22])=[C:20]([CH3:23])[C:19]2[C:14](=[CH:15][CH:16]=[CH:17][CH:18]=2)[C:13]=1[C:24]1[CH:29]=[CH:28][C:27]([Cl:30])=[CH:26][CH:25]=1)[C:7]([OH:9])=[O:8])([CH3:4])([CH3:2])[CH3:3]. (6) Given the reactants [NH2:1][C@@H:2]([CH2:9][CH:10]1[CH2:14][CH2:13][CH2:12][CH2:11]1)[C:3]([C@@:5]1([CH3:8])[CH2:7][O:6]1)=[O:4].[CH3:15][O:16][C:17]1[CH:22]=[CH:21][C:20]([CH2:23][C@H:24]([NH:28][C:29](=[O:45])[C@H:30]([NH:32][C:33](=[O:44])[CH2:34][C@@H:35]2[CH2:43][CH2:42][C:41]3[NH:40][N:39]=[CH:38][C:37]=3[CH2:36]2)[CH3:31])[C:25](O)=[O:26])=[CH:19][CH:18]=1.CN(C(ON1N=NC2C=CC=NC1=2)=[N+](C)C)C.F[P-](F)(F)(F)(F)F.CCN(C(C)C)C(C)C.C(=O)(O)[O-].[Na+], predict the reaction product. The product is: [CH:10]1([CH2:9][C@H:2]([NH:1][C:25](=[O:26])[C@@H:24]([NH:28][C:29](=[O:45])[C@H:30]([NH:32][C:33](=[O:44])[CH2:34][C@@H:35]2[CH2:43][CH2:42][C:41]3[NH:40][N:39]=[CH:38][C:37]=3[CH2:36]2)[CH3:31])[CH2:23][C:20]2[CH:19]=[CH:18][C:17]([O:16][CH3:15])=[CH:22][CH:21]=2)[C:3]([C@@:5]2([CH3:8])[CH2:7][O:6]2)=[O:4])[CH2:11][CH2:12][CH2:13][CH2:14]1. (7) Given the reactants [C:1]([O:5][C:6](=[O:32])[NH:7][C@@H:8]([CH2:19][C:20]1[C:28]2[C:23](=[CH:24][CH:25]=[C:26]([N+:29]([O-:31])=[O:30])[CH:27]=2)[NH:22][CH:21]=1)[C:9]([N:11]1[C@@H:15]([C:16](=O)[NH2:17])[CH2:14][S:13][CH2:12]1)=[O:10])([CH3:4])([CH3:3])[CH3:2].N1C=CN=C1.O=P(Cl)(Cl)Cl, predict the reaction product. The product is: [C:1]([O:5][C:6](=[O:32])[NH:7][C@@H:8]([CH2:19][C:20]1[C:28]2[C:23](=[CH:24][CH:25]=[C:26]([N+:29]([O-:31])=[O:30])[CH:27]=2)[NH:22][CH:21]=1)[C:9]([N:11]1[C@@H:15]([C:16]#[N:17])[CH2:14][S:13][CH2:12]1)=[O:10])([CH3:4])([CH3:2])[CH3:3].